From a dataset of Forward reaction prediction with 1.9M reactions from USPTO patents (1976-2016). Predict the product of the given reaction. (1) Given the reactants [CH:1]1([OH:9])[CH2:8][CH2:7][CH2:6][CH:5]=[CH:4][CH2:3][CH2:2]1.[H-].[Na+].Br[CH2:13][C:14]1[CH:22]=[CH:21][C:17]([C:18]([OH:20])=[O:19])=[CH:16][CH:15]=1.Cl.O[N:25]1[C:29](=[O:30])[CH2:28][CH2:27][C:26]1=[O:31].C1(N=C=NC2CCCCC2)CCCCC1, predict the reaction product. The product is: [CH:1]1([O:9][CH2:13][C:14]2[CH:22]=[CH:21][C:17]([C:18]([O:20][N:25]3[C:29](=[O:30])[CH2:28][CH2:27][C:26]3=[O:31])=[O:19])=[CH:16][CH:15]=2)[CH2:8][CH2:7][CH2:6][CH:5]=[CH:4][CH2:3][CH2:2]1. (2) Given the reactants Br[C:2]1[CH:7]=[CH:6][C:5]([F:8])=[CH:4][CH:3]=1.[Mg].II.[CH2:12]1[CH:16]2[CH2:17][C:18](=[O:19])[CH:14]([CH2:15]2)[CH2:13]1, predict the reaction product. The product is: [F:8][C:5]1[CH:6]=[CH:7][C:2]([C:18]2([OH:19])[CH2:17][CH:16]3[CH2:15][CH:14]2[CH2:13][CH2:12]3)=[CH:3][CH:4]=1. (3) Given the reactants [CH2:1]([O:3][C:4](=[O:33])[CH2:5][O:6][C:7]1[C:12]([CH3:13])=[CH:11][C:10]([NH:14][CH2:15][C:16]2[S:20][C:19]([C:21]3[CH:26]=[CH:25][C:24]([C:27]([F:30])([F:29])[F:28])=[CH:23][CH:22]=3)=[N:18][C:17]=2[CH3:31])=[CH:9][C:8]=1[CH3:32])[CH3:2].[CH2:34](I)[CH3:35].C([O-])([O-])=O.[K+].[K+], predict the reaction product. The product is: [CH2:1]([O:3][C:4](=[O:33])[CH2:5][O:6][C:7]1[C:12]([CH3:13])=[CH:11][C:10]([N:14]([CH2:34][CH3:35])[CH2:15][C:16]2[S:20][C:19]([C:21]3[CH:22]=[CH:23][C:24]([C:27]([F:28])([F:30])[F:29])=[CH:25][CH:26]=3)=[N:18][C:17]=2[CH3:31])=[CH:9][C:8]=1[CH3:32])[CH3:2]. (4) The product is: [Cl:20][C:2]([Cl:1])([Cl:19])[CH2:3][O:4][C:5]([O:7][CH2:8][C:9]1[S:10][CH:11]=[C:12]([CH:14]=[O:15])[N:13]=1)=[O:6]. Given the reactants [Cl:1][C:2]([Cl:20])([Cl:19])[CH2:3][O:4][C:5]([O:7][CH2:8][C:9]1[S:10][CH:11]=[C:12]([C:14](OCC)=[O:15])[N:13]=1)=[O:6].[H-].C([Al+]CC(C)C)C(C)C, predict the reaction product. (5) Given the reactants [Cl:1][C:2]1[CH:9]=[CH:8][C:5]([C:6]#[N:7])=[C:4]([O:10][C:11]2[CH:16]=[CH:15][CH:14]=[C:13]([CH:17]=O)[CH:12]=2)[CH:3]=1.[CH3:19][N:20]([CH3:24])[CH2:21][CH2:22][NH2:23].C([BH3-])#N.[Na+].[C:29]([OH:36])(=[O:35])/[CH:30]=[CH:31]/[C:32]([OH:34])=[O:33], predict the reaction product. The product is: [C:29]([OH:36])(=[O:35])/[CH:30]=[CH:31]/[C:32]([OH:34])=[O:33].[Cl:1][C:2]1[CH:9]=[CH:8][C:5]([C:6]#[N:7])=[C:4]([O:10][C:11]2[CH:16]=[CH:15][CH:14]=[C:13]([CH2:17][NH:23][CH2:22][CH2:21][N:20]([CH3:24])[CH3:19])[CH:12]=2)[CH:3]=1. (6) Given the reactants ClC(O[C:5]1[CH:10]=[CH:9][CH:8]=[CH:7][CH:6]=1)=O.[NH2:11][C:12]1[S:13][C:14]2[CH:20]=[C:19]([Br:21])[CH:18]=[CH:17][C:15]=2[N:16]=1.[CH2:22]([N:24]([CH2:27][CH3:28])[CH2:25][CH3:26])C.[OH2:29].[C:30](#[N:32])C, predict the reaction product. The product is: [Br:21][C:19]1[CH:18]=[CH:17][C:15]2[N:16]=[C:12]([NH:11][C:22]([N:24]3[CH2:27][CH2:28][C:5](=[CH:10][C:9]4[CH:8]=[CH:7][CH:6]=[CH:30][N:32]=4)[CH2:26][CH2:25]3)=[O:29])[S:13][C:14]=2[CH:20]=1. (7) The product is: [CH3:13][O:2][C:1]([CH2:4][C:5]1[O:9][C:8]([C:10]([OH:12])=[O:11])=[CH:7][CH:6]=1)=[O:3]. Given the reactants [C:1]([CH2:4][C:5]1[O:9][C:8]([C:10]([OH:12])=[O:11])=[CH:7][CH:6]=1)([OH:3])=[O:2].[CH3:13]O, predict the reaction product. (8) Given the reactants [CH3:1][S:2](Cl)(=[O:4])=[O:3].[C:6]([C:10]1[CH:11]=[C:12]([NH:25][C:26]([NH:28][C@@H:29]2[C:38]3[C:33](=[CH:34][CH:35]=[CH:36][CH:37]=3)[C@H:32]([O:39][C:40]3[CH:41]=[CH:42][C:43]4[N:44]([C:46]([N:49]5[CH2:54][CH2:53][CH2:52][CH2:51][C@@H:50]5[CH3:55])=[N:47][N:48]=4)[CH:45]=3)[CH2:31][CH2:30]2)=[O:27])[N:13]([C:15]2[CH:20]=[CH:19][CH:18]=[C:17]([O:21][CH2:22][CH2:23][OH:24])[CH:16]=2)[N:14]=1)([CH3:9])([CH3:8])[CH3:7].CCN(C(C)C)C(C)C.O, predict the reaction product. The product is: [C:6]([C:10]1[CH:11]=[C:12]([NH:25][C:26]([NH:28][C@@H:29]2[C:38]3[C:33](=[CH:34][CH:35]=[CH:36][CH:37]=3)[C@H:32]([O:39][C:40]3[CH:41]=[CH:42][C:43]4[N:44]([C:46]([N:49]5[CH2:54][CH2:53][CH2:52][CH2:51][C@@H:50]5[CH3:55])=[N:47][N:48]=4)[CH:45]=3)[CH2:31][CH2:30]2)=[O:27])[N:13]([C:15]2[CH:16]=[C:17]([CH:18]=[CH:19][CH:20]=2)[O:21][CH2:22][CH2:23][O:24][S:2]([CH3:1])(=[O:4])=[O:3])[N:14]=1)([CH3:9])([CH3:7])[CH3:8]. (9) Given the reactants [NH:1]1[C:5]([NH:6][C:7]([C:9]2[CH:14]=[CH:13][CH:12]=[C:11]([C:15]3[CH:20]=[CH:19][CH:18]=[C:17]([C:21](=O)[CH3:22])[CH:16]=3)[N:10]=2)=[O:8])=[N:4][N:3]=[N:2]1.[S:24]1[C:28]2[CH:29]=[CH:30][CH:31]=[CH:32][C:27]=2[N:26]=[C:25]1[NH:33][NH2:34], predict the reaction product. The product is: [NH:1]1[C:5]([NH:6][C:7]([C:9]2[CH:14]=[CH:13][CH:12]=[C:11]([C:15]3[CH:20]=[CH:19][CH:18]=[C:17]([C:21](=[N:34][NH:33][C:25]4[S:24][C:28]5[CH:29]=[CH:30][CH:31]=[CH:32][C:27]=5[N:26]=4)[CH3:22])[CH:16]=3)[N:10]=2)=[O:8])=[N:4][N:3]=[N:2]1.